From a dataset of NCI-60 drug combinations with 297,098 pairs across 59 cell lines. Regression. Given two drug SMILES strings and cell line genomic features, predict the synergy score measuring deviation from expected non-interaction effect. Drug 1: C1CNP(=O)(OC1)N(CCCl)CCCl. Drug 2: C(CCl)NC(=O)N(CCCl)N=O. Cell line: RPMI-8226. Synergy scores: CSS=-6.30, Synergy_ZIP=-3.85, Synergy_Bliss=-13.8, Synergy_Loewe=-35.2, Synergy_HSA=-19.3.